Dataset: Forward reaction prediction with 1.9M reactions from USPTO patents (1976-2016). Task: Predict the product of the given reaction. (1) Given the reactants [Cl:1][C:2]1[CH:3]=[C:4]([N:10]2[C:14]([CH3:15])=[C:13]([O:16][C:17]3[CH:26]=[CH:25][C:20]([C:21]([O:23]C)=[O:22])=[CH:19][CH:18]=3)[C:12]([CH3:27])=[N:11]2)[CH:5]=[CH:6][C:7]=1[C:8]#[N:9].[OH-].[Na+].Cl, predict the reaction product. The product is: [Cl:1][C:2]1[CH:3]=[C:4]([N:10]2[C:14]([CH3:15])=[C:13]([O:16][C:17]3[CH:26]=[CH:25][C:20]([C:21]([OH:23])=[O:22])=[CH:19][CH:18]=3)[C:12]([CH3:27])=[N:11]2)[CH:5]=[CH:6][C:7]=1[C:8]#[N:9]. (2) The product is: [N:1]1[C:10]2[C:5](=[CH:6][CH:7]=[CH:8][CH:9]=2)[C:4]([CH:11]2[CH2:16][CH2:15][CH:14]([NH2:24])[CH2:13][CH2:12]2)=[CH:3][CH:2]=1. Given the reactants [N:1]1[C:10]2[C:5](=[CH:6][CH:7]=[CH:8][CH:9]=2)[C:4]([CH:11]2[CH2:16][CH2:15][C:14](=O)[CH2:13][CH2:12]2)=[CH:3][CH:2]=1.C([O-])(=O)C.[NH4+].C([BH3-])#[N:24].[Na+], predict the reaction product. (3) Given the reactants C(OC([N:11]1[CH2:15][CH:14]([C:16]2[C:24]3[C:19](=[CH:20][C:21]([F:25])=[CH:22][CH:23]=3)[NH:18][CH:17]=2)[CH:13]2[N:26]([C:29](=[O:45])[CH:30]([NH:37][C:38]([O:40][C:41]([CH3:44])([CH3:43])[CH3:42])=[O:39])[CH:31]3[CH2:36][CH2:35][CH2:34][CH2:33][CH2:32]3)[CH2:27][CH2:28][CH:12]12)=O)C1C=CC=CC=1, predict the reaction product. The product is: [C:41]([O:40][C:38](=[O:39])[NH:37][CH:30]([CH:31]1[CH2:32][CH2:33][CH2:34][CH2:35][CH2:36]1)[C:29]([N:26]1[CH2:27][CH2:28][CH:12]2[NH:11][CH2:15][CH:14]([C:16]3[C:24]4[C:19](=[CH:20][C:21]([F:25])=[CH:22][CH:23]=4)[NH:18][CH:17]=3)[CH:13]12)=[O:45])([CH3:44])([CH3:42])[CH3:43]. (4) Given the reactants C([Zn]CC)C.[CH3:6][CH2:7][CH2:8][CH2:9][CH2:10][CH3:11].[CH3:12][N:13](CCO)C.C1C[O:21][CH2:20][CH2:19]1, predict the reaction product. The product is: [CH2:7]([C:8]1[N:13]=[CH:12][C:11]([C:20](=[O:21])[CH3:19])=[CH:10][CH:9]=1)[CH3:6]. (5) Given the reactants [F:1][C:2]1[CH:3]=[CH:4][C:5]([C:8]2[O:12][C:11]([C:13]([O:15]C)=O)=[N:10][N:9]=2)=[N:6][CH:7]=1.[CH3:17][NH2:18].C1COCC1, predict the reaction product. The product is: [F:1][C:2]1[CH:3]=[CH:4][C:5]([C:8]2[O:12][C:11]([C:13]([NH:18][CH3:17])=[O:15])=[N:10][N:9]=2)=[N:6][CH:7]=1. (6) Given the reactants [NH2:1][CH:2]1[CH2:7][CH2:6][N:5](CC2C=CC=CC=2)[CH2:4][C:3]1([CH2:17][CH3:18])[CH2:15][CH3:16], predict the reaction product. The product is: [NH2:1][CH:2]1[CH2:7][CH2:6][NH:5][CH2:4][C:3]1([CH2:17][CH3:18])[CH2:15][CH3:16]. (7) Given the reactants Cl.O1CCOCC1.[NH2:8][N:9]1[C:14](=[O:15])[C:13]2[CH2:16][N:17](C(OC(C)(C)C)=O)[CH2:18][CH2:19][C:12]=2[N:11]=[C:10]1[CH2:27][CH2:28][CH2:29][CH2:30][N:31]1[CH2:36][CH2:35][N:34]([C:37]2[CH:46]=[CH:45][C:44]3[C:39](=[CH:40][CH:41]=[CH:42][CH:43]=3)[N:38]=2)[CH2:33][CH2:32]1.C(=O)([O-])O.[Na+], predict the reaction product. The product is: [NH2:8][N:9]1[C:14](=[O:15])[C:13]2[CH2:16][NH:17][CH2:18][CH2:19][C:12]=2[N:11]=[C:10]1[CH2:27][CH2:28][CH2:29][CH2:30][N:31]1[CH2:32][CH2:33][N:34]([C:37]2[CH:46]=[CH:45][C:44]3[C:39](=[CH:40][CH:41]=[CH:42][CH:43]=3)[N:38]=2)[CH2:35][CH2:36]1.